The task is: Predict the reactants needed to synthesize the given product.. This data is from Full USPTO retrosynthesis dataset with 1.9M reactions from patents (1976-2016). The reactants are: [CH3:1][N:2]1[CH2:7][CH2:6][NH:5][CH2:4][CH2:3]1.CCN(C(C)C)C(C)C.[CH2:17]([O:19][C:20](=[O:32])[CH2:21][C:22]1[CH:27]=[CH:26][C:25]([S:28](Cl)(=[O:30])=[O:29])=[CH:24][CH:23]=1)[CH3:18]. Given the product [CH2:17]([O:19][C:20](=[O:32])[CH2:21][C:22]1[CH:27]=[CH:26][C:25]([S:28]([N:5]2[CH2:6][CH2:7][N:2]([CH3:1])[CH2:3][CH2:4]2)(=[O:29])=[O:30])=[CH:24][CH:23]=1)[CH3:18], predict the reactants needed to synthesize it.